Dataset: NCI-60 drug combinations with 297,098 pairs across 59 cell lines. Task: Regression. Given two drug SMILES strings and cell line genomic features, predict the synergy score measuring deviation from expected non-interaction effect. (1) Drug 1: C1=CC(=CC=C1CC(C(=O)O)N)N(CCCl)CCCl.Cl. Drug 2: C1C(C(OC1N2C=C(C(=O)NC2=O)F)CO)O. Cell line: PC-3. Synergy scores: CSS=49.8, Synergy_ZIP=7.00, Synergy_Bliss=4.91, Synergy_Loewe=-20.0, Synergy_HSA=6.80. (2) Drug 1: C1=NC2=C(N1)C(=S)N=CN2. Drug 2: CC12CCC3C(C1CCC2OP(=O)(O)O)CCC4=C3C=CC(=C4)OC(=O)N(CCCl)CCCl.[Na+]. Cell line: A498. Synergy scores: CSS=2.57, Synergy_ZIP=-2.73, Synergy_Bliss=-1.44, Synergy_Loewe=-12.2, Synergy_HSA=-3.97. (3) Drug 1: CC12CCC(CC1=CCC3C2CCC4(C3CC=C4C5=CN=CC=C5)C)O. Drug 2: CC12CCC3C(C1CCC2=O)CC(=C)C4=CC(=O)C=CC34C. Cell line: SNB-19. Synergy scores: CSS=23.9, Synergy_ZIP=3.31, Synergy_Bliss=1.43, Synergy_Loewe=-5.87, Synergy_HSA=2.05. (4) Drug 1: CC1=CC=C(C=C1)C2=CC(=NN2C3=CC=C(C=C3)S(=O)(=O)N)C(F)(F)F. Drug 2: CS(=O)(=O)CCNCC1=CC=C(O1)C2=CC3=C(C=C2)N=CN=C3NC4=CC(=C(C=C4)OCC5=CC(=CC=C5)F)Cl. Cell line: OVCAR-5. Synergy scores: CSS=5.14, Synergy_ZIP=-2.95, Synergy_Bliss=-2.22, Synergy_Loewe=-5.24, Synergy_HSA=-3.16. (5) Drug 1: C1=CC(=C2C(=C1NCCNCCO)C(=O)C3=C(C=CC(=C3C2=O)O)O)NCCNCCO. Drug 2: CC1=C(C=C(C=C1)NC(=O)C2=CC=C(C=C2)CN3CCN(CC3)C)NC4=NC=CC(=N4)C5=CN=CC=C5. Cell line: SNB-19. Synergy scores: CSS=49.7, Synergy_ZIP=8.69, Synergy_Bliss=7.96, Synergy_Loewe=-26.2, Synergy_HSA=6.47. (6) Drug 1: CC1=C2C(C(=O)C3(C(CC4C(C3C(C(C2(C)C)(CC1OC(=O)C(C(C5=CC=CC=C5)NC(=O)C6=CC=CC=C6)O)O)OC(=O)C7=CC=CC=C7)(CO4)OC(=O)C)O)C)OC(=O)C. Drug 2: CCC1(CC2CC(C3=C(CCN(C2)C1)C4=CC=CC=C4N3)(C5=C(C=C6C(=C5)C78CCN9C7C(C=CC9)(C(C(C8N6C)(C(=O)OC)O)OC(=O)C)CC)OC)C(=O)OC)O.OS(=O)(=O)O. Cell line: HOP-92. Synergy scores: CSS=0.767, Synergy_ZIP=3.84, Synergy_Bliss=4.16, Synergy_Loewe=3.51, Synergy_HSA=0.141.